This data is from Forward reaction prediction with 1.9M reactions from USPTO patents (1976-2016). The task is: Predict the product of the given reaction. (1) Given the reactants [Cl:1][C:2]1[N:11]=[C:10](Cl)[C:9]2[C:4](=[CH:5][CH:6]=[CH:7][CH:8]=2)[N:3]=1.[CH2:13]([N:15](CC)[CH2:16]C)C.CNC, predict the reaction product. The product is: [Cl:1][C:2]1[N:11]=[C:10]([N:15]([CH3:16])[CH3:13])[C:9]2[C:4](=[CH:5][CH:6]=[CH:7][CH:8]=2)[N:3]=1. (2) Given the reactants [CH3:1][C:2]([CH3:4])=O.[C:5]([C:9]1[CH2:13][CH:12]=[CH:11][CH:10]=1)([CH3:8])([CH3:7])[CH3:6].C(O)C.[OH-].[K+], predict the reaction product. The product is: [C:5]([C:9]1[CH:13]=[CH:12][C:11](=[C:2]([CH3:4])[CH3:1])[CH:10]=1)([CH3:8])([CH3:7])[CH3:6]. (3) Given the reactants C([O-])([O-])=O.[Na+].[Na+].Br[C:8]1[CH:9]=[N:10][N:11]([CH:13]([CH3:15])[CH3:14])[CH:12]=1.[OH:16][C:17]([CH3:50])([CH3:49])[CH2:18][C@@:19]1([C:43]2[CH:48]=[CH:47][CH:46]=[CH:45][CH:44]=2)[O:24][C:23](=[O:25])[N:22]([C@H:26]([C:28]2[CH:33]=[CH:32][C:31](B3OC(C)(C)C(C)(C)O3)=[CH:30][CH:29]=2)[CH3:27])[CH2:21][CH2:20]1, predict the reaction product. The product is: [CH:13]1([N:11]2[CH:12]=[C:8]([C:31]3[CH:30]=[CH:29][C:28]([C@@H:26]([N:22]4[CH2:21][CH2:20][C@:19]([CH2:18][C:17]([OH:16])([CH3:49])[CH3:50])([C:43]5[CH:48]=[CH:47][CH:46]=[CH:45][CH:44]=5)[O:24][C:23]4=[O:25])[CH3:27])=[CH:33][CH:32]=3)[CH:9]=[N:10]2)[CH2:15][CH2:14]1.